Dataset: Forward reaction prediction with 1.9M reactions from USPTO patents (1976-2016). Task: Predict the product of the given reaction. (1) The product is: [CH2:1]([C:3]1([CH3:21])[CH:12]=[CH:11][C:10]2[C:5](=[CH:6][CH:7]=[C:8]([CH2:13][N:14]([C:15]3[CH:16]=[CH:17][CH:18]=[CH:19][CH:20]=3)[S:39]([C:33]3[CH:34]=[CH:35][C:36]([O:37][CH3:38])=[C:31]([O:30][CH3:29])[CH:32]=3)(=[O:41])=[O:40])[CH:9]=2)[O:4]1)[CH3:2]. Given the reactants [CH2:1]([C:3]1([CH3:21])[CH:12]=[CH:11][C:10]2[C:5](=[CH:6][CH:7]=[C:8]([CH2:13][NH:14][C:15]3[CH:20]=[CH:19][CH:18]=[CH:17][CH:16]=3)[CH:9]=2)[O:4]1)[CH3:2].CCN(CC)CC.[CH3:29][O:30][C:31]1[CH:32]=[C:33]([S:39](Cl)(=[O:41])=[O:40])[CH:34]=[CH:35][C:36]=1[O:37][CH3:38].[NH4+].[Cl-], predict the reaction product. (2) Given the reactants [H-].[Na+].[OH:3][C:4]1[CH:9]=[CH:8][CH:7]=[CH:6][N:5]=1.[CH2:10]([O:12][C:13](=[O:22])[CH:14](Br)[C:15]1[CH:16]=[N:17][CH:18]=[CH:19][CH:20]=1)[CH3:11], predict the reaction product. The product is: [CH2:10]([O:12][C:13](=[O:22])[CH:14]([C:15]1[CH:16]=[N:17][CH:18]=[CH:19][CH:20]=1)[O:3][C:4]1[CH:9]=[CH:8][CH:7]=[CH:6][N:5]=1)[CH3:11]. (3) Given the reactants [OH:1][C@H:2]1[CH2:6][CH2:5][NH:4][C@@H:3]1[C:7]([OH:9])=[O:8].[C:10](O[C:10]([O:12][C:13]([CH3:16])([CH3:15])[CH3:14])=[O:11])([O:12][C:13]([CH3:16])([CH3:15])[CH3:14])=[O:11].[OH-].[Na+].O, predict the reaction product. The product is: [C:13]([O:12][C:10]([N:4]1[CH2:5][CH2:6][C@H:2]([OH:1])[C@H:3]1[C:7]([OH:9])=[O:8])=[O:11])([CH3:16])([CH3:15])[CH3:14]. (4) Given the reactants [Br:1][C:2]1[CH:11]=[CH:10][C:9]2[N:8]=[CH:7][C:6]3[NH:12][C:13](=[O:26])[N:14]([C:15]4[CH:20]=[CH:19][C:18]([C:21]([CH3:25])([CH3:24])[C:22]#[N:23])=[CH:17][CH:16]=4)[C:5]=3[C:4]=2[CH:3]=1.C(N(CC)CC)C.[CH3:34][C:35]1[CH:36]=[C:37]([S:42](Cl)(=[O:44])=[O:43])[CH:38]=[C:39]([CH3:41])[CH:40]=1.O, predict the reaction product. The product is: [Br:1][C:2]1[CH:11]=[CH:10][C:9]2[N:8]=[CH:7][C:6]3[N:12]([S:42]([C:37]4[CH:38]=[C:39]([CH3:41])[CH:40]=[C:35]([CH3:34])[CH:36]=4)(=[O:44])=[O:43])[C:13](=[O:26])[N:14]([C:15]4[CH:20]=[CH:19][C:18]([C:21]([CH3:24])([CH3:25])[C:22]#[N:23])=[CH:17][CH:16]=4)[C:5]=3[C:4]=2[CH:3]=1.